This data is from Forward reaction prediction with 1.9M reactions from USPTO patents (1976-2016). The task is: Predict the product of the given reaction. The product is: [CH3:1][C:2]1[C:6]([C:7]2[CH:8]=[C:9]([N+:14]([O-:16])=[O:15])[C:10]([NH2:11])=[C:12]([I:18])[CH:13]=2)=[C:5]([CH3:17])[O:4][N:3]=1. Given the reactants [CH3:1][C:2]1[C:6]([C:7]2[CH:13]=[CH:12][C:10]([NH2:11])=[C:9]([N+:14]([O-:16])=[O:15])[CH:8]=2)=[C:5]([CH3:17])[O:4][N:3]=1.[I:18]I, predict the reaction product.